From a dataset of Catalyst prediction with 721,799 reactions and 888 catalyst types from USPTO. Predict which catalyst facilitates the given reaction. (1) Reactant: [CH3:1][C:2]1(C)OC(=O)[CH:5]([C:9](=[O:20])[CH2:10][C:11]2[CH:16]=[C:15]([F:17])[C:14]([F:18])=[CH:13][C:12]=2[F:19])[C:4](=[O:21])[O:3]1. Product: [O:20]=[C:9]([CH2:10][C:11]1[CH:16]=[C:15]([F:17])[C:14]([F:18])=[CH:13][C:12]=1[F:19])[CH2:5][C:4]([O:3][CH2:2][CH3:1])=[O:21]. The catalyst class is: 8. (2) Product: [CH3:1][C:2]1[N:6]([CH2:14][CH2:15][CH3:16])[C:5]2[CH:7]=[CH:8][CH:9]=[CH:10][C:4]=2[N:3]=1. Reactant: [CH3:1][C:2]1[NH:3][C:4]2[CH:10]=[CH:9][CH:8]=[CH:7][C:5]=2[N:6]=1.[H-].[Na+].I[CH2:14][CH2:15][CH3:16]. The catalyst class is: 7. (3) Reactant: [Br:1][C:2]1[CH:7]=[CH:6][C:5]([CH2:8][C:9]([O:11][CH2:12][CH3:13])=[O:10])=[CH:4][CH:3]=1.[Li+].[CH3:15]C([N-]C(C)C)C.IC. Product: [Br:1][C:2]1[CH:3]=[CH:4][C:5]([CH:8]([CH3:15])[C:9]([O:11][CH2:12][CH3:13])=[O:10])=[CH:6][CH:7]=1. The catalyst class is: 1. (4) Reactant: [CH3:1][N:2]1[C:10]2[C:5](=[CH:6][CH:7]=[C:8]([C:11]3[O:15][CH:14]=[N:13][CH:12]=3)[CH:9]=2)[C:4]([CH3:17])([CH3:16])[C:3]1=[O:18].[Li+].C[Si]([N-][Si](C)(C)C)(C)C.[Cl:29]C(Cl)(Cl)C(Cl)(Cl)Cl. Product: [Cl:29][C:14]1[O:15][C:11]([C:8]2[CH:9]=[C:10]3[C:5]([C:4]([CH3:16])([CH3:17])[C:3](=[O:18])[N:2]3[CH3:1])=[CH:6][CH:7]=2)=[CH:12][N:13]=1. The catalyst class is: 7. (5) Reactant: [F:1][C:2]1[CH:13]=[CH:12][C:5]([O:6][CH2:7][C@@H:8]([OH:11])[C:9]#[CH:10])=[CH:4][CH:3]=1.[N+:14]([C:17]1[CH:18]=[C:19]([CH:23]=[C:24]([N+:26]([O-:28])=[O:27])[CH:25]=1)[C:20](Cl)=[O:21])([O-:16])=[O:15].C(N(CC)CC)C.CN(C1C=CC=CN=1)C. Product: [F:1][C:2]1[CH:13]=[CH:12][C:5]([O:6][CH2:7][C@@H:8]([O:11][C:20](=[O:21])[C:19]2[CH:18]=[C:17]([N+:14]([O-:16])=[O:15])[CH:25]=[C:24]([N+:26]([O-:28])=[O:27])[CH:23]=2)[C:9]#[CH:10])=[CH:4][CH:3]=1. The catalyst class is: 2.